This data is from Full USPTO retrosynthesis dataset with 1.9M reactions from patents (1976-2016). The task is: Predict the reactants needed to synthesize the given product. (1) Given the product [CH:17]1([C:20]2[CH:21]=[C:22]([CH3:41])[C:23]([N:26]3[CH2:31][CH2:30][N:29]([C:32]([C:34]4[CH:39]=[CH:38][C:37]([N:11]5[C@H:10]([CH2:9][OH:8])[CH2:14][CH2:13][S:12]5(=[O:15])=[O:16])=[CH:36][CH:35]=4)=[O:33])[CH2:28][CH2:27]3)=[N:24][CH:25]=2)[CH2:18][CH2:19]1, predict the reactants needed to synthesize it. The reactants are: C([O:8][CH2:9][C@@H:10]1[CH2:14][CH2:13][S:12](=[O:16])(=[O:15])[NH:11]1)C1C=CC=CC=1.[CH:17]1([C:20]2[CH:21]=[C:22]([CH3:41])[C:23]([N:26]3[CH2:31][CH2:30][N:29]([C:32]([C:34]4[CH:39]=[CH:38][C:37](I)=[CH:36][CH:35]=4)=[O:33])[CH2:28][CH2:27]3)=[N:24][CH:25]=2)[CH2:19][CH2:18]1. (2) Given the product [F:1][C:2]([F:7])([F:6])[C:3]([OH:5])=[O:4].[CH3:8][N:9]1[CH:14]=[C:13]([C:15]2[C:24]3[O:23][CH:22]([C:25]4[CH:30]=[CH:29][CH:28]=[CH:27][N:26]=4)[C:21](=[O:31])[NH:20][C:19]=3[CH:18]=[CH:17][CH:16]=2)[C:12]2[CH:32]=[CH:33][NH:34][C:11]=2[C:10]1=[O:45], predict the reactants needed to synthesize it. The reactants are: [F:1][C:2]([F:7])([F:6])[C:3]([OH:5])=[O:4].[CH3:8][N:9]1[CH:14]=[C:13]([C:15]2[C:24]3[O:23][CH:22]([C:25]4[CH:30]=[CH:29][CH:28]=[CH:27][N:26]=4)[C:21](=[O:31])[NH:20][C:19]=3[CH:18]=[CH:17][CH:16]=2)[C:12]2[CH:32]=[CH:33][N:34](S(C3C=CC(C)=CC=3)(=O)=O)[C:11]=2[C:10]1=[O:45]. (3) Given the product [CH2:16]([C:4]1[CH:3]=[CH:2][CH:15]=[CH:14][C:5]=1[O:6][CH2:7][CH2:8][N:9]1[CH2:10][CH2:11][CH2:12][CH2:13]1)[CH3:17], predict the reactants needed to synthesize it. The reactants are: Br[C:2]1[CH:15]=[CH:14][C:5]([O:6][CH2:7][CH2:8][N:9]2[CH2:13][CH2:12][CH2:11][CH2:10]2)=[C:4]([CH:16]=[CH2:17])[CH:3]=1.C(N(CC)CC)C.C1(P(C2C=CC=CC=2)CCCP(C2C=CC=CC=2)C2C=CC=CC=2)C=CC=CC=1.[H][H]. (4) The reactants are: [Si:1](Cl)([C:4]([CH3:7])([CH3:6])[CH3:5])([CH3:3])[CH3:2].N1C=CN=C1.[OH:14][CH:15]([CH3:26])[CH2:16][O:17][C:18]1[CH:25]=[CH:24][C:21]([CH:22]=[O:23])=[CH:20][CH:19]=1.C(=O)(O)[O-].[Na+]. Given the product [Si:1]([O:14][CH:15]([CH3:26])[CH2:16][O:17][C:18]1[CH:25]=[CH:24][C:21]([CH:22]=[O:23])=[CH:20][CH:19]=1)([C:4]([CH3:7])([CH3:6])[CH3:5])([CH3:3])[CH3:2], predict the reactants needed to synthesize it. (5) Given the product [CH3:1][N:2]([CH3:48])[CH2:3][C:4]([N:6]1[C:15]2[C:10](=[CH:11][C:12]([O:46][CH3:47])=[C:13]([NH:16][C:17]3[N:30]=[C:21]([NH:22][C:23]4[CH:24]=[CH:25][CH:26]=[C:27]([F:32])[C:28]=4[C:29]([NH:50][CH3:49])=[O:31])[C:20]4[CH:33]=[CH:34][N:35]([S:36]([C:39]5[CH:40]=[CH:41][C:42]([CH3:45])=[CH:43][CH:44]=5)(=[O:38])=[O:37])[C:19]=4[N:18]=3)[CH:14]=2)[CH2:9][CH2:8][CH2:7]1)=[O:5], predict the reactants needed to synthesize it. The reactants are: [CH3:1][N:2]([CH3:48])[CH2:3][C:4]([N:6]1[C:15]2[C:10](=[CH:11][C:12]([O:46][CH3:47])=[C:13]([NH:16][C:17]3[N:30]4[C:21](=[N:22][C:23]5[C:28]([C:29]4=[O:31])=[C:27]([F:32])[CH:26]=[CH:25][CH:24]=5)[C:20]4[CH:33]=[CH:34][N:35]([S:36]([C:39]5[CH:44]=[CH:43][C:42]([CH3:45])=[CH:41][CH:40]=5)(=[O:38])=[O:37])[C:19]=4[N:18]=3)[CH:14]=2)[CH2:9][CH2:8][CH2:7]1)=[O:5].[CH3:49][NH2:50].